Dataset: Reaction yield outcomes from USPTO patents with 853,638 reactions. Task: Predict the reaction yield, written as a fraction of the theoretical maximum amount of product (1.0 means a 100% yield; for example, 0.34 means a 34% yield). (1) The product is [CH2:3]([O:7][C:8]1[CH:13]=[C:12]([CH2:14][CH2:15][C:16]([OH:18])=[O:17])[CH:11]=[CH:10][C:9]=1[C:20]1[CH:25]=[CH:24][CH:23]=[C:22]([N:26]([CH3:37])[C:27]([NH:29][CH2:30][CH2:31][CH2:32][CH2:33][CH2:34][CH2:35][CH3:36])=[O:28])[CH:21]=1)[CH2:4][CH2:5][CH3:6]. The yield is 0.640. The reactants are [OH-].[Na+].[CH2:3]([O:7][C:8]1[CH:13]=[C:12]([CH2:14][CH2:15][C:16]([O:18]C)=[O:17])[CH:11]=[CH:10][C:9]=1[C:20]1[CH:25]=[CH:24][CH:23]=[C:22]([N:26]([CH3:37])[C:27]([NH:29][CH2:30][CH2:31][CH2:32][CH2:33][CH2:34][CH2:35][CH3:36])=[O:28])[CH:21]=1)[CH2:4][CH2:5][CH3:6]. The catalyst is O1CCCC1.CO. (2) The reactants are [Br:1]Br.[OH:3][C:4]1[CH:5]=[C:6]([CH:10]=[CH:11][CH:12]=1)[C:7]([OH:9])=[O:8]. The catalyst is C(O)C.C(O)(=O)C. The product is [Br:1][C:12]1[CH:11]=[CH:10][C:6]([C:7]([OH:9])=[O:8])=[CH:5][C:4]=1[OH:3]. The yield is 0.400. (3) The reactants are [CH2:1]([O:5][C:6]1[CH:11]=[CH:10][C:9]([CH2:12][C:13](Cl)=[N:14][OH:15])=[CH:8][CH:7]=1)[CH2:2][CH2:3][CH3:4].[C:17]([C:19]1[C:20]([NH2:26])=[N:21][C:22]([NH2:25])=[CH:23][CH:24]=1)#[CH:18].C(N(CC)CC)C. The catalyst is O1CCCC1. The product is [CH2:1]([O:5][C:6]1[CH:11]=[CH:10][C:9]([CH2:12][C:13]2[CH:18]=[C:17]([C:19]3[C:20]([NH2:26])=[N:21][C:22]([NH2:25])=[CH:23][CH:24]=3)[O:15][N:14]=2)=[CH:8][CH:7]=1)[CH2:2][CH2:3][CH3:4]. The yield is 0.740. (4) The reactants are [C:1]([O:4][CH2:5][C:6]1[C:11]([Br:12])=[CH:10][C:9]([F:13])=[CH:8][C:7]=1Br)(=[O:3])[CH3:2].[F:15][C:16]1[C:24]2[CH2:23][CH2:22][CH2:21][CH2:20][C:19]=2[N:18]2[CH2:25][CH2:26][NH:27][C:28](=[O:29])[C:17]=12.C(=O)([O-])[O-].[Cs+].[Cs+].CC1(C)C2C(=C(P(C3C=CC=CC=3)C3C=CC=CC=3)C=CC=2)OC2C(P(C3C=CC=CC=3)C3C=CC=CC=3)=CC=CC1=2. The catalyst is C1C=CC(/C=C/C(/C=C/C2C=CC=CC=2)=O)=CC=1.C1C=CC(/C=C/C(/C=C/C2C=CC=CC=2)=O)=CC=1.C1C=CC(/C=C/C(/C=C/C2C=CC=CC=2)=O)=CC=1.[Pd].[Pd].O1CCOCC1. The product is [C:1]([O:4][CH2:5][C:6]1[C:7]([N:27]2[CH2:26][CH2:25][N:18]3[C:19]4[CH2:20][CH2:21][CH2:22][CH2:23][C:24]=4[C:16]([F:15])=[C:17]3[C:28]2=[O:29])=[CH:8][C:9]([F:13])=[CH:10][C:11]=1[Br:12])(=[O:3])[CH3:2]. The yield is 0.580. (5) The reactants are [Br:1][C:2]1[C:3]([N:18]([CH3:23])[S:19]([CH3:22])(=[O:21])=[O:20])=[CH:4][C:5]2[O:9][C:8]([C:10]([OH:12])=O)=[C:7]([C:13](=[O:16])[NH:14][CH3:15])[C:6]=2[CH:17]=1.C1C=CC2N(O)N=NC=2C=1.CCN=C=NCCCN(C)C.CCN(CC)CC.Cl.[CH3:53][NH:54][O:55][CH3:56]. The catalyst is CN(C=O)C. The product is [Br:1][C:2]1[C:3]([N:18]([CH3:23])[S:19]([CH3:22])(=[O:21])=[O:20])=[CH:4][C:5]2[O:9][C:8]([C:10]([N:54]([O:55][CH3:56])[CH3:53])=[O:12])=[C:7]([C:13]([NH:14][CH3:15])=[O:16])[C:6]=2[CH:17]=1. The yield is 0.620. (6) The reactants are [CH3:1][C:2]1[N:3]=[CH:4][C:5]([CH2:8][NH:9][C:10]([C:12]2[S:16][C:15]([C:17]([O:19]C)=O)=[CH:14][CH:13]=2)=[O:11])=[N:6][CH:7]=1.O.[NH2:22][NH2:23].C(Cl)(Cl)Cl. The catalyst is CO. The product is [CH3:1][C:2]1[N:3]=[CH:4][C:5]([CH2:8][NH:9][C:10]([C:12]2[S:16][C:15]([C:17]([NH:22][NH2:23])=[O:19])=[CH:14][CH:13]=2)=[O:11])=[N:6][CH:7]=1. The yield is 0.720. (7) The reactants are Br[C:2]1[CH:7]=[CH:6][CH:5]=[C:4]([Br:8])[C:3]=1[CH3:9].[C:10](=[O:12])=[O:11]. The catalyst is C1COCC1.[Li]C(C)(C)C. The product is [Br:8][C:4]1[C:3]([CH3:9])=[C:2]([CH:7]=[CH:6][CH:5]=1)[C:10]([OH:12])=[O:11]. The yield is 0.634. (8) The reactants are [C:1]([C:4]1[CH:5]=[C:6]([C@@H:21]([NH:25][C:26](=[O:32])[O:27][C:28]([CH3:31])([CH3:30])[CH3:29])[CH2:22][CH:23]=[CH2:24])[CH:7]=[C:8]([C:10]2[N:14]([CH:15]([F:17])[F:16])[N:13]=[CH:12][C:11]=2[N+:18]([O-])=O)[CH:9]=1)(=[O:3])[NH2:2].[NH4+].[Cl-].[CH3:35][C@H:36]([CH:40]=[CH2:41])[C:37](O)=[O:38].N1C=CC=CC=1.C(P1(=O)OP(CCC)(=O)OP(CCC)(=O)O1)CC. The catalyst is CC(C)=O.CCOC(C)=O.[Zn].O. The product is [C:1]([C:4]1[CH:5]=[C:6]([C@@H:21]([NH:25][C:26](=[O:32])[O:27][C:28]([CH3:31])([CH3:30])[CH3:29])[CH2:22][CH:23]=[CH2:24])[CH:7]=[C:8]([C:10]2[N:14]([CH:15]([F:17])[F:16])[N:13]=[CH:12][C:11]=2[NH:18][C:37](=[O:38])[C@H:36]([CH3:35])[CH:40]=[CH2:41])[CH:9]=1)(=[O:3])[NH2:2]. The yield is 0.570. (9) The reactants are C([O:8][C:9]1[CH:31]=[CH:30][C:29]([C:32]2[N:33]=[C:34]([CH3:37])[S:35][CH:36]=2)=[CH:28][C:10]=1[C:11]([NH:13][C:14]1[CH:19]=[C:18]([C:20]([F:23])([F:22])[F:21])[CH:17]=[C:16]([C:24]([F:27])([F:26])[F:25])[CH:15]=1)=[O:12])C1C=CC=CC=1. The catalyst is C(O)C.[Pd]. The product is [F:27][C:24]([F:25])([F:26])[C:16]1[CH:15]=[C:14]([NH:13][C:11](=[O:12])[C:10]2[CH:28]=[C:29]([C:32]3[N:33]=[C:34]([CH3:37])[S:35][CH:36]=3)[CH:30]=[CH:31][C:9]=2[OH:8])[CH:19]=[C:18]([C:20]([F:21])([F:22])[F:23])[CH:17]=1. The yield is 0.792. (10) The reactants are [NH2:1][C@@H:2]1[CH2:7][C:6]([CH2:8][N:9]2[CH2:14][CH2:13][CH2:12][C@@H:11]([C:15]([O:17]CC)=[O:16])[CH2:10]2)=[CH:5][CH2:4][C@H:3]1[C:20]1[CH:25]=[CH:24][C:23]([Cl:26])=[CH:22][C:21]=1[Cl:27].O1CCCC1.O.[Li+].[OH-].Cl. The catalyst is CCOCC. The product is [NH2:1][C@@H:2]1[CH2:7][C:6]([CH2:8][N:9]2[CH2:14][CH2:13][CH2:12][C@@H:11]([C:15]([OH:17])=[O:16])[CH2:10]2)=[CH:5][CH2:4][C@H:3]1[C:20]1[CH:25]=[CH:24][C:23]([Cl:26])=[CH:22][C:21]=1[Cl:27]. The yield is 0.530.